Regression/Classification. Given a drug SMILES string, predict its absorption, distribution, metabolism, or excretion properties. Task type varies by dataset: regression for continuous measurements (e.g., permeability, clearance, half-life) or binary classification for categorical outcomes (e.g., BBB penetration, CYP inhibition). Dataset: cyp2d6_veith. From a dataset of CYP2D6 inhibition data for predicting drug metabolism from PubChem BioAssay. (1) The compound is Cc1cc2c(c(=O)o1)[C@@H](O)[C@H]1O[C@@H]1C2=O. The result is 0 (non-inhibitor). (2) The drug is COc1ccccc1-c1nccc(-n2ccnc2)n1. The result is 1 (inhibitor). (3) The compound is Cc1ccc2c(c1)NCC(C(=O)NC1CCCCC1)O2. The result is 0 (non-inhibitor). (4) The result is 0 (non-inhibitor). The drug is Cc1nc2cnc(Oc3ccccc3)nc2n(C2CC2)c1=O. (5) The molecule is Cn1c(=O)c(-c2ccc(Cl)cc2)nc2cnc(N3CCOCC3)nc21. The result is 0 (non-inhibitor). (6) The compound is COc1ccc(/C=N/NC(=O)c2ccccc2)cc1CN1CCN(c2ccc(F)cc2)CC1. The result is 1 (inhibitor). (7) The result is 0 (non-inhibitor). The molecule is CN(C)c1ncc2nc(-c3ccc(Cl)cc3)c(=O)n(Cc3cccs3)c2n1. (8) The drug is N#Cc1ccc(CN2CCCC3(CCN(C(=O)c4ccco4)CC3)C2)cc1. The result is 0 (non-inhibitor).